This data is from Forward reaction prediction with 1.9M reactions from USPTO patents (1976-2016). The task is: Predict the product of the given reaction. (1) Given the reactants [CH3:1][C:2]1[N:7]=[C:6]([C:8]2[CH:13]=[CH:12][N:11]=[C:10]([C:14]3[CH:15]=[C:16]([S:20](Cl)(=[O:22])=[O:21])[CH:17]=[CH:18][CH:19]=3)[CH:9]=2)[CH:5]=[C:4]([C:24]2[CH:29]=[CH:28][C:27]([C:30]([F:33])([F:32])[F:31])=[CH:26][CH:25]=2)[CH:3]=1.[NH:34]1[CH2:39][CH2:38][S:37][CH2:36][CH2:35]1, predict the reaction product. The product is: [CH3:1][C:2]1[N:7]=[C:6]([C:8]2[CH:13]=[CH:12][N:11]=[C:10]([C:14]3[CH:19]=[CH:18][CH:17]=[C:16]([S:20]([N:34]4[CH2:39][CH2:38][S:37][CH2:36][CH2:35]4)(=[O:22])=[O:21])[CH:15]=3)[CH:9]=2)[CH:5]=[C:4]([C:24]2[CH:29]=[CH:28][C:27]([C:30]([F:33])([F:32])[F:31])=[CH:26][CH:25]=2)[CH:3]=1. (2) Given the reactants [NH2:1][C:2]1[CH:6]=[C:5]([C:7]([CH3:10])([CH3:9])[CH3:8])[O:4][N:3]=1.C1(C)C=CC=CC=1.Cl[C:19](Cl)([O:21]C(=O)OC(Cl)(Cl)Cl)Cl.[N:30]1([CH2:36][CH2:37][O:38][C:39]2[CH:57]=[CH:56][C:42]3[N:43]4[CH:48]=[C:47]([C:49]5[CH:54]=[CH:53][C:52]([NH2:55])=[CH:51][CH:50]=5)[N:46]=[C:44]4[S:45][C:41]=3[CH:40]=2)[CH2:35][CH2:34][O:33][CH2:32][CH2:31]1, predict the reaction product. The product is: [C:7]([C:5]1[O:4][N:3]=[C:2]([NH:1][C:19]([NH:55][C:52]2[CH:51]=[CH:50][C:49]([C:47]3[N:46]=[C:44]4[N:43]([CH:48]=3)[C:42]3[CH:56]=[CH:57][C:39]([O:38][CH2:37][CH2:36][N:30]5[CH2:31][CH2:32][O:33][CH2:34][CH2:35]5)=[CH:40][C:41]=3[S:45]4)=[CH:54][CH:53]=2)=[O:21])[CH:6]=1)([CH3:10])([CH3:9])[CH3:8]. (3) Given the reactants Cl[C:2]1[S:3][C:4]([S:8]([NH:11][CH:12]2[CH2:17][CH2:16][S:15](=[O:19])(=[O:18])[CH2:14][CH2:13]2)(=[O:10])=[O:9])=[C:5]([CH3:7])[N:6]=1.[F:20][C:21]([F:35])([F:34])[C:22]1[NH:33][C:25]2=[N:26][CH:27]=[CH:28][C:29](B(O)O)=[C:24]2[CH:23]=1.C(=O)(O)[O-].[Na+], predict the reaction product. The product is: [O:18]=[S:15]1(=[O:19])[CH2:16][CH2:17][CH:12]([NH:11][S:8]([C:4]2[S:3][C:2]([C:29]3[CH:28]=[CH:27][N:26]=[C:25]4[NH:33][C:22]([C:21]([F:34])([F:35])[F:20])=[CH:23][C:24]=34)=[N:6][C:5]=2[CH3:7])(=[O:10])=[O:9])[CH2:13][CH2:14]1.